This data is from Full USPTO retrosynthesis dataset with 1.9M reactions from patents (1976-2016). The task is: Predict the reactants needed to synthesize the given product. (1) Given the product [CH3:21][C:20]1[C:18](=[O:19])[CH:17]=[C:13]([CH:14]([CH3:16])[CH3:15])[C:12](=[O:23])[CH:22]=1, predict the reactants needed to synthesize it. The reactants are: C1C(C(C)C)=CC=C(C)C=1O.[C:12]1([OH:23])[C:13](=[CH:17][C:18](=[C:20]([CH:22]=1)[CH3:21])[OH:19])[CH:14]([CH3:16])[CH3:15]. (2) Given the product [CH3:12][N:13]1[CH2:18][CH2:17][N:16]([C:2]2[CH:7]=[CH:6][N:5]=[C:4]([NH2:8])[C:3]=2[N+:9]([O-:11])=[O:10])[CH2:15][CH2:14]1, predict the reactants needed to synthesize it. The reactants are: Br[C:2]1[CH:7]=[CH:6][N:5]=[C:4]([NH2:8])[C:3]=1[N+:9]([O-:11])=[O:10].[CH3:12][N:13]1[CH2:18][CH2:17][NH:16][CH2:15][CH2:14]1. (3) Given the product [F:1][C:2]1[CH:3]=[CH:4][C:5]([O:25][CH:26]([CH3:28])[CH3:27])=[C:6]([N:8]2[CH2:9][CH2:10][N:11]([CH2:14][CH2:15][CH2:16][N:17]3[C:21](=[O:22])[CH2:20][C:19]([CH3:23])([NH:32][CH:29]4[CH2:31][CH2:30]4)[C:18]3=[O:24])[CH2:12][CH2:13]2)[CH:7]=1, predict the reactants needed to synthesize it. The reactants are: [F:1][C:2]1[CH:3]=[CH:4][C:5]([O:25][CH:26]([CH3:28])[CH3:27])=[C:6]([N:8]2[CH2:13][CH2:12][N:11]([CH2:14][CH2:15][CH2:16][N:17]3[C:21](=[O:22])[CH2:20][C:19](=[CH2:23])[C:18]3=[O:24])[CH2:10][CH2:9]2)[CH:7]=1.[CH:29]1([NH2:32])[CH2:31][CH2:30]1. (4) Given the product [CH3:1][C@H:2]([OH:9])[CH2:3][CH2:4][CH2:5][CH2:6][CH2:7][CH3:8], predict the reactants needed to synthesize it. The reactants are: [CH3:1][C@@H:2]([OH:9])[CH2:3][CH2:4][CH2:5][CH2:6][CH2:7][CH3:8].C[C@H]1[C@H](O)C[C@H]2C(C)(C)[C@@H]1C2.C[C@@H]([C@@H]1[C@@]2(C)CC[C@@H]3[C@@]4(C)CC[C@H](O)C[C@@H]4CC[C@H]3[C@@H]2CC1)CCCC(C)C.C[C@@H]([C@@H]1[C@@]2(C)CC[C@@H]3[C@@]4(C)CC[C@@H](O)C[C@@H]4CC[C@H]3[C@@H]2CC1)CCCC(C)C. (5) Given the product [NH2:21][C:19]1[C:18]([C:22]([C:23]2[CH:28]=[CH:27][CH:26]=[CH:25][C:24]=2[O:29][CH3:30])=[O:31])=[CH:17][N:16]=[C:15]([NH:14][CH:11]2[CH2:12][CH2:13][NH:8][CH2:9][CH2:10]2)[N:20]=1, predict the reactants needed to synthesize it. The reactants are: C(OC([N:8]1[CH2:13][CH2:12][CH:11]([NH:14][C:15]2[N:20]=[C:19]([NH2:21])[C:18]([C:22](=[O:31])[C:23]3[CH:28]=[CH:27][CH:26]=[CH:25][C:24]=3[O:29][CH3:30])=[CH:17][N:16]=2)[CH2:10][CH2:9]1)=O)(C)(C)C.FC(F)(F)C(O)=O. (6) The reactants are: [Br:1][C:2]1[C:3]([F:12])=[C:4]2[C:10]([NH2:11])=[CH:9][NH:8][C:5]2=[N:6][CH:7]=1.C([O:16][C@@H:17]([CH3:21])[C:18](O)=[O:19])(=O)C.C1N(P(Cl)(N2C(=O)OCC2)=O)C(=O)OC1.C(N(CC)CC)C.[Li+].[OH-]. Given the product [Br:1][C:2]1[C:3]([F:12])=[C:4]2[C:10]([NH:11][C:18](=[O:19])[C@@H:17]([OH:16])[CH3:21])=[CH:9][NH:8][C:5]2=[N:6][CH:7]=1, predict the reactants needed to synthesize it. (7) Given the product [C:9]([C:3]1[CH:4]=[C:5]([Cl:8])[CH:6]=[CH:7][C:2]=1[NH:1][S:28]([C:25]1[CH:24]=[CH:23][C:22]([O:21][CH2:17][CH2:18][CH2:19][CH3:20])=[CH:27][CH:26]=1)(=[O:30])=[O:29])(=[O:10])[C:11]1[CH:12]=[CH:13][CH:14]=[CH:15][CH:16]=1, predict the reactants needed to synthesize it. The reactants are: [NH2:1][C:2]1[CH:7]=[CH:6][C:5]([Cl:8])=[CH:4][C:3]=1[C:9]([C:11]1[CH:16]=[CH:15][CH:14]=[CH:13][CH:12]=1)=[O:10].[CH2:17]([O:21][C:22]1[CH:27]=[CH:26][C:25]([S:28](Cl)(=[O:30])=[O:29])=[CH:24][CH:23]=1)[CH2:18][CH2:19][CH3:20]. (8) The reactants are: [OH:1][C:2]1[CH:7]=[CH:6][C:5]([CH2:8][NH:9][C:10](=[O:18])[C:11]2[CH:16]=[CH:15][CH:14]=[N:13][C:12]=2[NH2:17])=[CH:4][CH:3]=1.[F:19][C:20]1[CH:21]=[C:22]([CH:25]=[C:26]([F:28])[CH:27]=1)[CH2:23]Br.C(=O)([O-])[O-].[Cs+].[Cs+].CN(C=O)C. Given the product [F:19][C:20]1[CH:21]=[C:22]([CH:25]=[C:26]([F:28])[CH:27]=1)[CH2:23][O:1][C:2]1[CH:3]=[CH:4][C:5]([CH2:8][NH:9][C:10](=[O:18])[C:11]2[CH:16]=[CH:15][CH:14]=[N:13][C:12]=2[NH2:17])=[CH:6][CH:7]=1, predict the reactants needed to synthesize it. (9) Given the product [CH3:1][C:2]1[CH:3]=[CH:4][C:5]([C:8]2[N:12]([C:13]3[CH:14]=[CH:15][C:16]([S:19]([NH2:22])(=[O:21])=[O:20])=[CH:17][CH:18]=3)[N:11]=[C:10]([C:23]([F:25])([F:24])[F:26])[CH:9]=2)=[CH:6][CH:7]=1.[Li:29], predict the reactants needed to synthesize it. The reactants are: [CH3:1][C:2]1[CH:3]=[CH:4][C:5]([C:8]2[N:12]([C:13]3[CH:14]=[CH:15][C:16]([S:19]([NH2:22])(=[O:21])=[O:20])=[CH:17][CH:18]=3)[N:11]=[C:10]([C:23]([F:26])([F:25])[F:24])[CH:9]=2)=[CH:6][CH:7]=1.[Li+].[OH-].[Li:29].